This data is from Full USPTO retrosynthesis dataset with 1.9M reactions from patents (1976-2016). The task is: Predict the reactants needed to synthesize the given product. (1) Given the product [Cl:20][C:21]1[CH:26]=[CH:25][C:24]([NH:27][C:28]([O:1][CH2:2][C:3]2[CH:4]=[C:5]([CH2:9][CH:10]([O:16][CH:17]([CH3:18])[CH3:19])[C:11]([OH:13])=[O:12])[CH:6]=[CH:7][CH:8]=2)=[O:29])=[CH:23][CH:22]=1, predict the reactants needed to synthesize it. The reactants are: [OH:1][CH2:2][C:3]1[CH:4]=[C:5]([CH2:9][CH:10]([O:16][CH:17]([CH3:19])[CH3:18])[C:11]([O:13]CC)=[O:12])[CH:6]=[CH:7][CH:8]=1.[Cl:20][C:21]1[CH:26]=[CH:25][C:24]([N:27]=[C:28]=[O:29])=[CH:23][CH:22]=1. (2) Given the product [O:1]=[C:2]1[CH:7]([N:8]2[C:16](=[O:17])[C:15]3[C:10](=[CH:11][CH:12]=[CH:13][C:14]=3[O:18][CH2:19][C:20]([OH:22])=[O:21])[C:9]2=[O:27])[CH2:6][CH2:5][C:4](=[O:28])[NH:3]1, predict the reactants needed to synthesize it. The reactants are: [O:1]=[C:2]1[CH:7]([N:8]2[C:16](=[O:17])[C:15]3[C:10](=[CH:11][CH:12]=[CH:13][C:14]=3[O:18][CH2:19][C:20]([O:22]C(C)(C)C)=[O:21])[C:9]2=[O:27])[CH2:6][CH2:5][C:4](=[O:28])[NH:3]1. (3) Given the product [CH:23]1([C:10]2[CH:11]=[CH:12][C:13]([OH:15])=[CH:14][C:9]=2[OH:8])[CH2:28][CH2:27][CH:26]=[CH:25][CH2:24]1, predict the reactants needed to synthesize it. The reactants are: [Si]([O:8][C:9]1[CH:14]=[C:13]([O:15][Si](C(C)(C)C)(C)C)[CH:12]=[CH:11][C:10]=1[C@H:23]1[CH2:28][CH2:27][C@H:26](O)[CH2:25][CH2:24]1)(C(C)(C)C)(C)C.C(N(S(F)(F)F)CC)C.